Dataset: Forward reaction prediction with 1.9M reactions from USPTO patents (1976-2016). Task: Predict the product of the given reaction. (1) Given the reactants Br[C:2]1[C:10]2[N:9]3[CH2:11][CH2:12][NH:13][C:14](=[O:15])[C:8]3=[CH:7][C:6]=2[C:5]([F:16])=[C:4]([F:17])[CH:3]=1.[CH3:18][O:19][C:20]1[CH:25]=[CH:24][C:23](B(O)O)=[CH:22][CH:21]=1, predict the reaction product. The product is: [F:17][C:4]1[CH:3]=[C:2]([C:23]2[CH:24]=[CH:25][C:20]([O:19][CH3:18])=[CH:21][CH:22]=2)[C:10]2[N:9]3[CH2:11][CH2:12][NH:13][C:14](=[O:15])[C:8]3=[CH:7][C:6]=2[C:5]=1[F:16]. (2) Given the reactants Cl[C:2]1[CH:7]=[CH:6][C:5]([C@H:8]2[CH2:12][CH2:11][C@H:10]([C:13]3[CH:18]=[CH:17][C:16]([Cl:19])=[C:15]([N+:20]([O-:22])=[O:21])[CH:14]=3)[N:9]2[C:23]2[CH:28]=[C:27]([F:29])[C:26]([N:30]3[CH2:35][CH2:34][CH:33]([C:36]4[CH:41]=[CH:40][CH:39]=[CH:38][CH:37]=4)[CH2:32][CH2:31]3)=[C:25]([F:42])[CH:24]=2)=[CH:4][C:3]=1[N+:43]([O-:45])=[O:44].[C:46]([C@@H:49]1[CH2:53][CH2:52][CH2:51][N:50]1[C:54](=[O:64])[C@@H:55]([NH:59][C:60](=[O:63])[O:61][CH3:62])[CH:56]([CH3:58])[CH3:57])(=[O:48])[NH2:47].C(=O)([O-])[O-].[Cs+].[Cs+].CC1(C)C2C(=C(P(C3C=CC=CC=3)C3C=CC=CC=3)C=CC=2)OC2C(P(C3C=CC=CC=3)C3C=CC=CC=3)=CC=CC1=2, predict the reaction product. The product is: [Cl:19][C:16]1[CH:17]=[CH:18][C:13]([C@@H:10]2[N:9]([C:23]3[CH:24]=[C:25]([F:42])[C:26]([N:30]4[CH2:35][CH2:34][CH:33]([C:36]5[CH:37]=[CH:38][CH:39]=[CH:40][CH:41]=5)[CH2:32][CH2:31]4)=[C:27]([F:29])[CH:28]=3)[C@@H:8]([C:5]3[CH:6]=[CH:7][C:2]([NH:47][C:46]([C@@H:49]4[CH2:53][CH2:52][CH2:51][N:50]4[C:54](=[O:64])[C@@H:55]([NH:59][C:60](=[O:63])[O:61][CH3:62])[CH:56]([CH3:58])[CH3:57])=[O:48])=[C:3]([N+:43]([O-:45])=[O:44])[CH:4]=3)[CH2:12][CH2:11]2)=[CH:14][C:15]=1[N+:20]([O-:22])=[O:21]. (3) Given the reactants Cl[C:2]1[N:7]=[C:6]([C:8]2[C:16]3[C:11](=[CH:12][CH:13]=[CH:14][CH:15]=3)[N:10]([S:17]([C:20]3[CH:25]=[CH:24][CH:23]=[CH:22][CH:21]=3)(=[O:19])=[O:18])[CH:9]=2)[C:5]([Cl:26])=[CH:4][N:3]=1.[NH2:27][C@H:28]1[CH2:32][CH2:31][N:30]([C:33]([O:35][C:36]([CH3:39])([CH3:38])[CH3:37])=[O:34])[CH2:29]1.CCN(C(C)C)C(C)C, predict the reaction product. The product is: [Cl:26][C:5]1[C:6]([C:8]2[C:16]3[C:11](=[CH:12][CH:13]=[CH:14][CH:15]=3)[N:10]([S:17]([C:20]3[CH:25]=[CH:24][CH:23]=[CH:22][CH:21]=3)(=[O:18])=[O:19])[CH:9]=2)=[N:7][C:2]([NH:27][C@H:28]2[CH2:32][CH2:31][N:30]([C:33]([O:35][C:36]([CH3:39])([CH3:38])[CH3:37])=[O:34])[CH2:29]2)=[N:3][CH:4]=1.